Dataset: Forward reaction prediction with 1.9M reactions from USPTO patents (1976-2016). Task: Predict the product of the given reaction. (1) Given the reactants [F:1][C:2]1[CH:34]=[CH:33][C:5]2[N:6]=[C:7]([C@@H:15]([NH:17][C:18]3[N:26]=[CH:25][N:24]=[C:23]4[C:19]=3[N:20]=[CH:21][N:22]4C3CCCC[O:28]3)[CH3:16])[N:8]([C:9]3[CH:14]=[CH:13][CH:12]=[CH:11][CH:10]=3)[C:4]=2[C:3]=1[C:35](O)=[O:36].CN(C(ON1N=NC2C=CC=NC1=2)=[N+](C)C)C.F[P-](F)(F)(F)(F)F.[NH:62]1[CH2:67][CH2:66][O:65][CH2:64][CH2:63]1.CCN(C(C)C)C(C)C, predict the reaction product. The product is: [NH4+:6].[OH-:28].[F:1][C:2]1[CH:34]=[CH:33][C:5]2[N:6]=[C:7]([CH:15]([NH:17][C:18]3[N:26]=[CH:25][N:24]=[C:23]4[C:19]=3[N:20]=[CH:21][NH:22]4)[CH3:16])[N:8]([C:9]3[CH:10]=[CH:11][CH:12]=[CH:13][CH:14]=3)[C:4]=2[C:3]=1[C:35]([N:62]1[CH2:67][CH2:66][O:65][CH2:64][CH2:63]1)=[O:36]. (2) Given the reactants [CH2:1]([N:8]1[C:16]([C:17]2[CH:22]=[CH:21][C:20](Cl)=[CH:19][CH:18]=2)=[C:15]2[C:10]([C:11]([C:24]([F:27])([F:26])[F:25])=[CH:12][CH:13]=[CH:14]2)=[N:9]1)[C:2]1[CH:7]=[CH:6][CH:5]=[CH:4][CH:3]=1.[NH:28]1[CH2:36][CH2:35][CH:31]([C:32]([NH2:34])=[O:33])[CH2:30][CH2:29]1.C1(P(C2CCCCC2)C2C=CC=CC=2C2C=CC=CC=2N(C)C)CCCCC1.CC(C)([O-])C.[Na+], predict the reaction product. The product is: [CH2:1]([N:8]1[C:16]([C:17]2[CH:22]=[CH:21][C:20]([N:28]3[CH2:36][CH2:35][CH:31]([C:32]([NH2:34])=[O:33])[CH2:30][CH2:29]3)=[CH:19][CH:18]=2)=[C:15]2[C:10]([C:11]([C:24]([F:27])([F:26])[F:25])=[CH:12][CH:13]=[CH:14]2)=[N:9]1)[C:2]1[CH:7]=[CH:6][CH:5]=[CH:4][CH:3]=1. (3) Given the reactants [NH2:1][CH2:2][C@@H:3]1[CH2:8][CH2:7][C@H:6]([CH3:9])[CH2:5][N:4]1[C:10]([O:12][C:13]([CH3:16])([CH3:15])[CH3:14])=[O:11].Cl[C:18]1[N:23]=[C:22]([CH3:24])[CH:21]=[C:20]([CH3:25])[N:19]=1.CCN(C(C)C)C(C)C.[NH4+].[Cl-], predict the reaction product. The product is: [CH3:25][C:20]1[CH:21]=[C:22]([CH3:24])[N:23]=[C:18]([NH:1][CH2:2][C@@H:3]2[CH2:8][CH2:7][C@H:6]([CH3:9])[CH2:5][N:4]2[C:10]([O:12][C:13]([CH3:15])([CH3:14])[CH3:16])=[O:11])[N:19]=1. (4) Given the reactants [C:1]([OH:12])(=[O:11])[C:2]1[CH:10]=[CH:9][C:8]2[O:7][CH2:6][O:5][C:4]=2[CH:3]=1.[Li+].[CH3:14]CC[CH2-].IC, predict the reaction product. The product is: [CH3:14][C:3]1[C:4]2[O:5][CH2:6][O:7][C:8]=2[CH:9]=[CH:10][C:2]=1[C:1]([OH:12])=[O:11]. (5) Given the reactants C[O:2][C:3](=[O:23])[CH:4]([N:11]1[C:19]2[C:14](=[CH:15][C:16]([CH3:20])=[CH:17][CH:18]=2)[C:13](=[O:21])[C:12]1=[O:22])[CH2:5][CH:6]1[CH2:10][CH2:9][CH2:8][CH2:7]1.O.[OH-].[Li+], predict the reaction product. The product is: [CH:6]1([CH2:5][CH:4]([N:11]2[C:19]3[C:14](=[CH:15][C:16]([CH3:20])=[CH:17][CH:18]=3)[C:13](=[O:21])[C:12]2=[O:22])[C:3]([OH:23])=[O:2])[CH2:10][CH2:9][CH2:8][CH2:7]1. (6) Given the reactants [CH2:1]([NH:8][CH2:9][C@H:10]1[CH2:15][O:14][C:13]2[CH:16]=[CH:17][C:18]([N+:26]([O-])=O)=[C:19]([CH2:20][C:21](OCC)=[O:22])[C:12]=2[O:11]1)[C:2]1[CH:7]=[CH:6][CH:5]=[CH:4][CH:3]=1.OP(O)(O)=O, predict the reaction product. The product is: [CH2:1]([NH:8][CH2:9][C@@H:10]1[O:11][C:12]2=[C:19]3[C:18](=[CH:17][CH:16]=[C:13]2[O:14][CH2:15]1)[NH:26][C:21](=[O:22])[CH2:20]3)[C:2]1[CH:7]=[CH:6][CH:5]=[CH:4][CH:3]=1. (7) Given the reactants [H-].[Na+].[CH3:3][C:4]1([CH3:19])[CH2:8][O:7][C:6](=[N:9][C:10]2[CH:15]=[CH:14][C:13]([N+:16]([O-:18])=[O:17])=[CH:12][CH:11]=2)[NH:5]1.I[CH3:21], predict the reaction product. The product is: [N+:16]([C:13]1[CH:12]=[CH:11][C:10]([N:9]=[C:6]2[N:5]([CH3:21])[C:4]([CH3:19])([CH3:3])[CH2:8][O:7]2)=[CH:15][CH:14]=1)([O-:18])=[O:17].